From a dataset of NCI-60 drug combinations with 297,098 pairs across 59 cell lines. Regression. Given two drug SMILES strings and cell line genomic features, predict the synergy score measuring deviation from expected non-interaction effect. (1) Drug 1: CCCS(=O)(=O)NC1=C(C(=C(C=C1)F)C(=O)C2=CNC3=C2C=C(C=N3)C4=CC=C(C=C4)Cl)F. Drug 2: CCC(=C(C1=CC=CC=C1)C2=CC=C(C=C2)OCCN(C)C)C3=CC=CC=C3.C(C(=O)O)C(CC(=O)O)(C(=O)O)O. Cell line: RPMI-8226. Synergy scores: CSS=-2.80, Synergy_ZIP=5.09, Synergy_Bliss=10.0, Synergy_Loewe=1.16, Synergy_HSA=2.14. (2) Drug 1: C1=CC(=CC=C1CCC2=CNC3=C2C(=O)NC(=N3)N)C(=O)NC(CCC(=O)O)C(=O)O. Drug 2: CCC1=CC2CC(C3=C(CN(C2)C1)C4=CC=CC=C4N3)(C5=C(C=C6C(=C5)C78CCN9C7C(C=CC9)(C(C(C8N6C)(C(=O)OC)O)OC(=O)C)CC)OC)C(=O)OC.C(C(C(=O)O)O)(C(=O)O)O. Cell line: NCI/ADR-RES. Synergy scores: CSS=16.4, Synergy_ZIP=-3.86, Synergy_Bliss=1.69, Synergy_Loewe=-2.23, Synergy_HSA=3.38.